From a dataset of Full USPTO retrosynthesis dataset with 1.9M reactions from patents (1976-2016). Predict the reactants needed to synthesize the given product. (1) Given the product [CH2:1]1[C:10]2[C:5](=[CH:6][CH:7]=[CH:8][CH:9]=2)[CH2:4][CH2:3][N:2]1[CH2:11][CH2:12][NH:13][CH:14]1[C:23]2[C:18](=[CH:19][CH:20]=[C:21]([N+:24]([O-:26])=[O:25])[CH:22]=2)[CH2:17][CH2:16][CH2:15]1, predict the reactants needed to synthesize it. The reactants are: [CH2:1]1[C:10]2[C:5](=[CH:6][CH:7]=[CH:8][CH:9]=2)[CH2:4][CH2:3][N:2]1[CH2:11][CH2:12][N:13]=[C:14]1[C:23]2[C:18](=[CH:19][CH:20]=[C:21]([N+:24]([O-:26])=[O:25])[CH:22]=2)[CH2:17][CH2:16][CH2:15]1.C(O)(=O)C.[BH-](OC(C)=O)(OC(C)=O)OC(C)=O.[Na+]. (2) The reactants are: [CH3:1][O:2][C:3](=[O:33])[C:4]1[CH:9]=[C:8]([O:10][CH3:11])[CH:7]=[CH:6][C:5]=1[N:12]1[C:16]2[C:17](=[O:28])[N:18]([C:21]3[CH:26]=[CH:25][C:24](I)=[CH:23][CH:22]=3)[CH2:19][CH2:20][C:15]=2[C:14]([C:29]([F:32])([F:31])[F:30])=[N:13]1.[CH3:34]SC1C=CC=CC=1B(O)O.C(=O)([O-])[O-].[Na+].[Na+].Cl[C:52]1[CH:57]=[CH:56][CH:55]=[C:54](C(OO)=O)[CH:53]=1.[S:62]([O-:65])([O-])=[O:63].[Na+].[Na+]. Given the product [CH3:1][O:2][C:3](=[O:33])[C:4]1[CH:9]=[C:8]([O:10][CH3:11])[CH:7]=[CH:6][C:5]=1[N:12]1[C:16]2[C:17](=[O:28])[N:18]([C:21]3[CH:26]=[CH:25][C:24]([C:53]4[CH:54]=[CH:55][CH:56]=[CH:57][C:52]=4[S:62]([CH3:34])(=[O:65])=[O:63])=[CH:23][CH:22]=3)[CH2:19][CH2:20][C:15]=2[C:14]([C:29]([F:32])([F:31])[F:30])=[N:13]1, predict the reactants needed to synthesize it. (3) The reactants are: [O:1]=[C:2]1[CH2:6][CH2:5][C:4](=[O:7])[N:3]1[CH2:8][C:9]1[C:18]([F:19])=[C:17]2[C:12]([C:13]([C:23]3[CH:28]=[CH:27][C:26]([F:29])=[CH:25][CH:24]=3)=[CH:14][C:15]([C:20](O)=[O:21])=[N:16]2)=[CH:11][CH:10]=1.C[N:31](C(ON1N=NC2C=CC=NC1=2)=[N+](C)C)C.F[P-](F)(F)(F)(F)F.[OH-].[NH4+]. Given the product [O:1]=[C:2]1[CH2:6][CH2:5][C:4](=[O:7])[N:3]1[CH2:8][C:9]1[C:18]([F:19])=[C:17]2[C:12]([C:13]([C:23]3[CH:28]=[CH:27][C:26]([F:29])=[CH:25][CH:24]=3)=[CH:14][C:15]([C:20]([NH2:31])=[O:21])=[N:16]2)=[CH:11][CH:10]=1, predict the reactants needed to synthesize it. (4) Given the product [OH:22][CH2:21][C@@:2]1([NH:1][C:29](=[O:30])[O:31][C:32]([CH3:35])([CH3:34])[CH3:33])[CH2:6][CH2:5][C@H:4]([C:7]2[CH:8]=[CH:9][C:10]([CH2:13][CH2:14][CH2:15][CH2:16][CH2:17][CH2:18][CH2:19][CH3:20])=[CH:11][CH:12]=2)[CH2:3]1, predict the reactants needed to synthesize it. The reactants are: [NH2:1][C@:2]1([CH2:21][OH:22])[CH2:6][CH2:5][C@H:4]([C:7]2[CH:12]=[CH:11][C:10]([CH2:13][CH2:14][CH2:15][CH2:16][CH2:17][CH2:18][CH2:19][CH3:20])=[CH:9][CH:8]=2)[CH2:3]1.N1C=CC=CC=1.[C:29](O[C:29]([O:31][C:32]([CH3:35])([CH3:34])[CH3:33])=[O:30])([O:31][C:32]([CH3:35])([CH3:34])[CH3:33])=[O:30].[O-][Mn](=O)(=O)=O.[K+]. (5) Given the product [C:33]([O:32][C:30](=[O:31])[NH:37][CH2:38][CH2:39][N:12]1[C:3]2[CH:2]=[CH:1][C:6]([Cl:7])=[CH:5][C:4]=2[C:8]([C:13]#[C:14][CH:15]2[CH2:16][CH2:17]2)([C:18]([F:20])([F:21])[F:19])[O:9][C:10]1=[O:11])([CH3:36])([CH3:35])[CH3:34], predict the reactants needed to synthesize it. The reactants are: [CH:1]1[C:6]([Cl:7])=[CH:5][C:4]2[C@:8]([C:18]([F:21])([F:20])[F:19])([C:13]#[C:14][CH:15]3[CH2:17][CH2:16]3)[O:9][C:10]([NH:12][C:3]=2[CH:2]=1)=[O:11].C([O-])([O-])=O.[K+].[K+].[Na+].[I-].[C:30]([NH:37][CH2:38][CH2:39]Br)([O:32][C:33]([CH3:36])([CH3:35])[CH3:34])=[O:31].C1OCCOCCOCCOCCOCCOC1.FC(F)(F)C(O)=O. (6) Given the product [C:16]([OH:19])(=[O:18])[CH3:17].[Cl:1][C:2]1[CH:3]=[C:4]([N:9]2[CH2:15][C@@H:14]3[C@@H:11]([CH2:12][NH:13]3)[CH2:10]2)[CH:5]=[N:6][C:7]=1[Cl:8], predict the reactants needed to synthesize it. The reactants are: [Cl:1][C:2]1[CH:3]=[C:4]([N:9]2[CH2:15][C@@H:14]3[C@@H:11]([CH2:12][NH:13]3)[CH2:10]2)[CH:5]=[N:6][C:7]=1[Cl:8].[C:16]([OH:19])(=[O:18])[CH3:17].O.N.